This data is from Full USPTO retrosynthesis dataset with 1.9M reactions from patents (1976-2016). The task is: Predict the reactants needed to synthesize the given product. (1) Given the product [CH2:1]([O:3][C:4](=[O:25])[CH2:5][CH:6]1[CH2:11][CH2:10][N:9]([C:12]2[C:17]([NH2:18])=[CH:16][C:15]([S:21]([CH3:24])(=[O:23])=[O:22])=[CH:14][N:13]=2)[CH2:8][CH2:7]1)[CH3:2], predict the reactants needed to synthesize it. The reactants are: [CH2:1]([O:3][C:4](=[O:25])[CH2:5][CH:6]1[CH2:11][CH2:10][N:9]([C:12]2[C:17]([N+:18]([O-])=O)=[CH:16][C:15]([S:21]([CH3:24])(=[O:23])=[O:22])=[CH:14][N:13]=2)[CH2:8][CH2:7]1)[CH3:2].C(O)C. (2) Given the product [CH3:1][O:2][C:3]1[CH:10]=[CH:9][CH:8]=[CH:7][C:4]=1[CH2:5][NH:6][C:12](=[O:13])[CH3:11], predict the reactants needed to synthesize it. The reactants are: [CH3:1][O:2][C:3]1[CH:10]=[CH:9][CH:8]=[CH:7][C:4]=1[CH2:5][NH2:6].[CH3:11][C:12](OC(C)=O)=[O:13]. (3) Given the product [C:24]([O:28][C:29]([N:31]([CH3:46])[CH2:32][C:33]([O:35][C:36]1[C:37]([CH3:45])=[CH:38][C:39]([CH2:43][N:9]([C:3]2[CH:4]=[CH:5][C:6]([F:8])=[CH:7][C:2]=2[Cl:1])[S:10]([CH:13]2[C:18]([C:19]([O:21][CH2:22][CH3:23])=[O:20])=[CH:17][CH2:16][CH2:15][CH2:14]2)(=[O:11])=[O:12])=[CH:40][C:41]=1[CH3:42])=[O:34])=[O:30])([CH3:27])([CH3:26])[CH3:25], predict the reactants needed to synthesize it. The reactants are: [Cl:1][C:2]1[CH:7]=[C:6]([F:8])[CH:5]=[CH:4][C:3]=1[NH:9][S:10]([CH:13]1[C:18]([C:19]([O:21][CH2:22][CH3:23])=[O:20])=[CH:17][CH2:16][CH2:15][CH2:14]1)(=[O:12])=[O:11].[C:24]([O:28][C:29]([N:31]([CH3:46])[CH2:32][C:33]([O:35][C:36]1[C:41]([CH3:42])=[CH:40][C:39]([CH2:43]Br)=[CH:38][C:37]=1[CH3:45])=[O:34])=[O:30])([CH3:27])([CH3:26])[CH3:25].C(=O)([O-])[O-].[K+].[K+]. (4) Given the product [C:1]([O:5][C:6]([N:8]1[CH2:13][CH2:12][N:11]([C:14]2[C:19]([N+:20]([O-:22])=[O:21])=[C:18]([NH:28][CH2:27][CH2:26][C:25]#[N:24])[N:17]=[CH:16][N:15]=2)[CH2:10][CH2:9]1)=[O:7])([CH3:4])([CH3:3])[CH3:2], predict the reactants needed to synthesize it. The reactants are: [C:1]([O:5][C:6]([N:8]1[CH2:13][CH2:12][N:11]([C:14]2[C:19]([N+:20]([O-:22])=[O:21])=[C:18](Cl)[N:17]=[CH:16][N:15]=2)[CH2:10][CH2:9]1)=[O:7])([CH3:4])([CH3:3])[CH3:2].[NH2:24][CH2:25][CH2:26][C:27]#[N:28].C(N(CC)CC)C.O. (5) The reactants are: [C:1]12([C:11]3[CH:21]=[CH:20][C:14]([O:15][CH2:16][C:17](O)=[O:18])=[CH:13][CH:12]=3)[CH2:10][CH:5]3[CH2:6][CH:7]([CH2:9][CH:3]([CH2:4]3)[CH2:2]1)[CH2:8]2.[CH:22]([N:25]1[CH2:30][CH2:29][NH:28][CH2:27][CH2:26]1)([CH3:24])[CH3:23]. Given the product [C:1]12([C:11]3[CH:21]=[CH:20][C:14]([O:15][CH2:16][C:17]([N:28]4[CH2:29][CH2:30][N:25]([CH:22]([CH3:24])[CH3:23])[CH2:26][CH2:27]4)=[O:18])=[CH:13][CH:12]=3)[CH2:2][CH:3]3[CH2:9][CH:7]([CH2:6][CH:5]([CH2:4]3)[CH2:10]1)[CH2:8]2, predict the reactants needed to synthesize it. (6) Given the product [Cl:1][C:2]1[N:3]=[C:4]([C:41]([NH:37][CH2:36][CH2:35][N:29]2[CH2:34][CH2:33][O:32][CH2:31][CH2:30]2)=[O:42])[CH:5]=[C:6]([N:12]2[CH2:17][CH2:16][CH:15]([NH:18][C:19]([C:21]3[NH:22][C:23]([CH3:28])=[C:24]([Cl:27])[C:25]=3[Cl:26])=[O:20])[CH2:14][CH2:13]2)[N:7]=1, predict the reactants needed to synthesize it. The reactants are: [Cl:1][C:2]1[NH:7][C:6]([N:12]2[CH2:17][CH2:16][CH:15]([NH:18][C:19]([C:21]3[NH:22][C:23]([CH3:28])=[C:24]([Cl:27])[C:25]=3[Cl:26])=[O:20])[CH2:14][CH2:13]2)(C(OC)=O)[CH:5]=[CH:4][N:3]=1.[N:29]1([CH2:35][CH2:36][NH2:37])[CH2:34][CH2:33][O:32][CH2:31][CH2:30]1.CN([CH:41]=[O:42])C. (7) Given the product [F:12][C:9]1[CH:10]=[C:11]2[C:6]([CH:5]=[CH:4][C:3]([CH3:13])=[C:2]2[CH:21]=[O:22])=[CH:7][CH:8]=1, predict the reactants needed to synthesize it. The reactants are: Br[C:2]1[C:11]2[C:6](=[CH:7][CH:8]=[C:9]([F:12])[CH:10]=2)[CH:5]=[CH:4][C:3]=1[CH3:13].C([Li])CCC.CN(C)[CH:21]=[O:22].